From a dataset of Full USPTO retrosynthesis dataset with 1.9M reactions from patents (1976-2016). Predict the reactants needed to synthesize the given product. (1) Given the product [CH3:7][C:2]([N:8]1[CH2:9][CH2:10][C:11](=[O:14])[CH2:12][CH2:13]1)([CH3:3])[C:51]([O:52][C:17]([CH3:22])([CH3:18])[CH3:16])=[O:54], predict the reactants needed to synthesize it. The reactants are: C[C:2]([N:8]1[CH2:13][CH2:12][C:11](=[O:14])[CH2:10][CH2:9]1)([CH3:7])[C:3](OC)=O.F[C:16](F)(F)[C:17]1[CH:22]=[CH:22][C:17]([C:16]2C=[CH:22][C:17]([CH2:16]N)=[CH:18]C=2)=[CH:18][CH:18]=1.C(O)(=O)C.C(O[BH-](OC(=O)C)OC(=O)C)(=O)C.[Na+].[C:51](=[O:54])([O-])[O-:52].[Na+].[Na+]. (2) Given the product [F:29][C:25]1[C:17]2[O:18][CH:19]3[CH2:20][CH2:21][CH2:22][CH2:23][CH2:24][C:15]3([C:12]3[CH:11]=[CH:10][C:9]([OH:8])=[CH:14][CH:13]=3)[C:16]=2[CH:28]=[CH:27][CH:26]=1, predict the reactants needed to synthesize it. The reactants are: C([O:8][C:9]1[CH:14]=[CH:13][C:12]([C:15]23[CH2:24][CH2:23][CH2:22][CH2:21][CH2:20][CH:19]2[O:18][C:17]2[C:25]([F:29])=[CH:26][CH:27]=[CH:28][C:16]3=2)=[CH:11][CH:10]=1)C1C=CC=CC=1.C1(O)C=CC=CC=1. (3) Given the product [Br:1][C:2]1[CH:3]=[CH:4][C:5]([F:20])=[C:6](/[C:8](=[N:27]\[S:25]([C:22]([CH3:24])([CH3:23])[CH3:21])=[O:26])/[C:9]([F:18])([F:17])[C:10]2([OH:16])[CH2:15][CH2:14][O:13][CH2:12][CH2:11]2)[CH:7]=1, predict the reactants needed to synthesize it. The reactants are: [Br:1][C:2]1[CH:3]=[CH:4][C:5]([F:20])=[C:6]([C:8](=O)[C:9]([F:18])([F:17])[C:10]2([OH:16])[CH2:15][CH2:14][O:13][CH2:12][CH2:11]2)[CH:7]=1.[CH3:21][C:22]([S:25]([NH2:27])=[O:26])([CH3:24])[CH3:23]. (4) Given the product [NH4+:2].[CH2:12]([C@@:16]1([CH2:39][CH3:40])[NH:22][C@H:21]([C:23]2[CH:28]=[CH:27][CH:26]=[CH:25][CH:24]=2)[C:20]2[CH:29]=[C:30]([O:35][CH3:36])[C:31]([CH2:33][N:2]([CH3:1])[CH2:3][C:4]([O-:6])=[O:5])=[CH:32][C:19]=2[S:18](=[O:37])(=[O:38])[CH2:17]1)[CH2:13][CH2:14][CH3:15], predict the reactants needed to synthesize it. The reactants are: [CH3:1][NH:2][CH2:3][C:4]([O:6]C(C)(C)C)=[O:5].Cl.[CH2:12]([C@@:16]1([CH2:39][CH3:40])[NH:22][C@H:21]([C:23]2[CH:28]=[CH:27][CH:26]=[CH:25][CH:24]=2)[C:20]2[CH:29]=[C:30]([O:35][CH3:36])[C:31]([CH:33]=O)=[CH:32][C:19]=2[S:18](=[O:38])(=[O:37])[CH2:17]1)[CH2:13][CH2:14][CH3:15]. (5) The reactants are: [CH2:1]([O:8][C:9]1[CH:14]=[CH:13][N:12]([CH2:15][C:16](=[O:34])[C:17]2[CH:33]=[CH:32][C:20]3[CH2:21][CH2:22][N:23]([C:26](=[O:31])[C:27]([F:30])([F:29])[F:28])[CH2:24][CH2:25][C:19]=3[CH:18]=2)[C:11](=[O:35])[CH:10]=1)[C:2]1[CH:7]=[CH:6][CH:5]=[CH:4][CH:3]=1.[Na].[BH4-]. Given the product [CH2:1]([O:8][C:9]1[CH:14]=[CH:13][N:12]([CH2:15][CH:16]([OH:34])[C:17]2[CH:33]=[CH:32][C:20]3[CH2:21][CH2:22][N:23]([C:26](=[O:31])[C:27]([F:30])([F:29])[F:28])[CH2:24][CH2:25][C:19]=3[CH:18]=2)[C:11](=[O:35])[CH:10]=1)[C:2]1[CH:3]=[CH:4][CH:5]=[CH:6][CH:7]=1, predict the reactants needed to synthesize it. (6) Given the product [C:1]([O:5][C:6](=[O:31])[NH:7][CH2:8][CH2:9][O:10][NH:11][C:12]([C@@H:14]1[CH2:20][CH2:19][C@@H:18]2[CH2:21][N:15]1[C:16](=[O:30])[N:17]2[OH:22])=[O:13])([CH3:4])([CH3:2])[CH3:3], predict the reactants needed to synthesize it. The reactants are: [C:1]([O:5][C:6](=[O:31])[NH:7][CH2:8][CH2:9][O:10][NH:11][C:12]([C@@H:14]1[CH2:20][CH2:19][C@@H:18]2[CH2:21][N:15]1[C:16](=[O:30])[N:17]2[O:22]CC1C=CC=CC=1)=[O:13])([CH3:4])([CH3:3])[CH3:2].O. (7) Given the product [N:58]1([C:54]([CH3:55])([CH3:53])[C:56]#[C:57][C:2]2[N:7]=[C:6]([C@@H:8]([NH:18][C:19](=[O:36])[CH2:20][N:21]3[C:25]4[C:26]([F:30])([F:31])[C@@H:27]5[CH2:29][C@@H:28]5[C:24]=4[C:23]([C:32]([F:33])([F:35])[F:34])=[N:22]3)[CH2:9][C:10]3[CH:15]=[C:14]([F:16])[CH:13]=[C:12]([F:17])[CH:11]=3)[C:5]([C:37]3[CH:38]=[CH:39][C:40]([Cl:52])=[C:41]4[C:45]=3[N:44]([CH3:46])[N:43]=[C:42]4[NH:47][S:48]([CH3:51])(=[O:50])=[O:49])=[CH:4][CH:3]=2)[CH:62]=[CH:61][N:60]=[CH:59]1, predict the reactants needed to synthesize it. The reactants are: Cl[C:2]1[N:7]=[C:6]([C@@H:8]([NH:18][C:19](=[O:36])[CH2:20][N:21]2[C:25]3[C:26]([F:31])([F:30])[C@@H:27]4[CH2:29][C@@H:28]4[C:24]=3[C:23]([C:32]([F:35])([F:34])[F:33])=[N:22]2)[CH2:9][C:10]2[CH:15]=[C:14]([F:16])[CH:13]=[C:12]([F:17])[CH:11]=2)[C:5]([C:37]2[CH:38]=[CH:39][C:40]([Cl:52])=[C:41]3[C:45]=2[N:44]([CH3:46])[N:43]=[C:42]3[NH:47][S:48]([CH3:51])(=[O:50])=[O:49])=[CH:4][CH:3]=1.[CH3:53][C:54]([N:58]1[CH:62]=[CH:61][N:60]=[CH:59]1)([C:56]#[CH:57])[CH3:55].C(NCC)C. (8) Given the product [CH2:2]([C:4]1[CH:9]=[C:8]([CH3:10])[CH:7]=[C:6]([CH2:11][CH3:12])[C:5]=1[C:14](=[O:20])[C:15]([O:17][CH2:18][CH3:19])=[O:16])[CH3:3], predict the reactants needed to synthesize it. The reactants are: [Mg].[CH2:2]([C:4]1[CH:9]=[C:8]([CH3:10])[CH:7]=[C:6]([CH2:11][CH3:12])[C:5]=1Br)[CH3:3].[C:14](OCC)(=[O:20])[C:15]([O:17][CH2:18][CH3:19])=[O:16].Cl.